Dataset: Reaction yield outcomes from USPTO patents with 853,638 reactions. Task: Predict the reaction yield, written as a fraction of the theoretical maximum amount of product (1.0 means a 100% yield; for example, 0.34 means a 34% yield). (1) The yield is 0.940. The reactants are [CH3:1][O:2][C:3]1[S:21][C:6]2[NH:7][C:8](=[O:20])[N:9]([C@H:12]([C:14]3[CH:19]=[CH:18][CH:17]=[CH:16][CH:15]=3)[CH3:13])[C:10](=[O:11])[C:5]=2[C:4]=1[CH3:22].Br[CH2:24][C:25]1[CH:30]=[CH:29][C:28]([C:31]2[CH:36]=[CH:35][CH:34]=[CH:33][C:32]=2[C:37]2[N:41]=[C:40](C(Cl)(Cl)Cl)[O:39][N:38]=2)=[CH:27][CH:26]=1.C(=O)([O-])[O-:47].[K+].[K+].CN(C)C=O. The catalyst is C(OCC)(=O)C. The product is [CH3:1][O:2][C:3]1[S:21][C:6]2[N:7]([CH2:24][C:25]3[CH:30]=[CH:29][C:28]([C:31]4[CH:36]=[CH:35][CH:34]=[CH:33][C:32]=4[C:37]4[NH:41][C:40](=[O:47])[O:39][N:38]=4)=[CH:27][CH:26]=3)[C:8](=[O:20])[N:9]([C@H:12]([C:14]3[CH:15]=[CH:16][CH:17]=[CH:18][CH:19]=3)[CH3:13])[C:10](=[O:11])[C:5]=2[C:4]=1[CH3:22]. (2) The reactants are [C:1]([C:3]1[CH:8]=[CH:7][C:6]([C:9]2([O:12][CH:13]([CH3:15])[CH3:14])[CH2:11][CH2:10]2)=[CH:5][C:4]=1CC)#[CH:2].[CH2:18]([O:20][C:21](=[O:29])[C:22]1[CH:27]=[CH:26][C:25](I)=[CH:24][CH:23]=1)[CH3:19].[CH2:30](N(CC)CC)[CH3:31]. The catalyst is [Cu]I.Cl[Pd](Cl)([P](C1C=CC=CC=1)(C1C=CC=CC=1)C1C=CC=CC=1)[P](C1C=CC=CC=1)(C1C=CC=CC=1)C1C=CC=CC=1. The product is [CH:13]([O:12][C:9]1([C:6]2[CH:5]=[CH:4][C:3]([C:1]#[C:2][C:25]3[CH:26]=[CH:27][C:22]([C:21]([O:20][CH2:18][CH3:19])=[O:29])=[CH:23][CH:24]=3)=[CH:8][C:7]=2[CH2:30][CH3:31])[CH2:10][CH2:11]1)([CH3:14])[CH3:15]. The yield is 0.710. (3) The yield is 0.690. The catalyst is O1CCOCC1.CC([O-])=O.CC([O-])=O.[Pd+2]. The product is [F:27][C:28]1[CH:33]=[CH:32][C:31]([NH:34][C:2]2[CH:7]=[CH:6][C:5]([C:8]3[C:12]4[CH2:13][C:14]5[S:15][CH:16]=[CH:17][C:18]=5[C:11]=4[N:10]([CH2:19][O:20][CH2:21][CH2:22][Si:23]([CH3:26])([CH3:25])[CH3:24])[N:9]=3)=[CH:4][CH:3]=2)=[CH:30][CH:29]=1. The reactants are Br[C:2]1[CH:7]=[CH:6][C:5]([C:8]2[C:12]3[CH2:13][C:14]4[S:15][CH:16]=[CH:17][C:18]=4[C:11]=3[N:10]([CH2:19][O:20][CH2:21][CH2:22][Si:23]([CH3:26])([CH3:25])[CH3:24])[N:9]=2)=[CH:4][CH:3]=1.[F:27][C:28]1[CH:33]=[CH:32][C:31]([NH2:34])=[CH:30][CH:29]=1.C([O-])([O-])=O.[Cs+].[Cs+].CC1(C)C2C(=C(P(C3C=CC=CC=3)C3C=CC=CC=3)C=CC=2)OC2C(P(C3C=CC=CC=3)C3C=CC=CC=3)=CC=CC1=2. (4) The reactants are C(NC(=O)NC1C=CC(C2N=C(N3CCOC[C@@H]3C)C3CCN(C(OC(C)(C)C)=O)CC=3N=2)=CC=1)C.Cl[C:38]1[N:39]=[C:40]([N:52]2[CH2:57][CH2:56][O:55][CH2:54][C@@H:53]2[CH3:58])[C:41]2[CH2:46][N:45]([C:47]([O:49][CH2:50][CH3:51])=[O:48])[CH2:44][C:42]=2[N:43]=1.[OH:59][CH2:60][C:61]1[CH:66]=[CH:65][C:64]([NH:67][C:68]([NH:70][C:71]2[CH:76]=[CH:75][C:74](B3OC(C)(C)C(C)(C)O3)=[CH:73][CH:72]=2)=[O:69])=[CH:63][CH:62]=1. The catalyst is C1C=CC(P(C2C=CC=CC=2)[C-]2C=CC=C2)=CC=1.C1C=CC(P(C2C=CC=CC=2)[C-]2C=CC=C2)=CC=1.Cl[Pd]Cl.[Fe+2]. The product is [OH:59][CH2:60][C:61]1[CH:62]=[CH:63][C:64]([NH:67][C:68](=[O:69])[NH:70][C:71]2[CH:72]=[CH:73][C:74]([C:38]3[N:39]=[C:40]([N:52]4[CH2:57][CH2:56][O:55][CH2:54][C@@H:53]4[CH3:58])[C:41]4[CH2:46][N:45]([C:47]([O:49][CH2:50][CH3:51])=[O:48])[CH2:44][C:42]=4[N:43]=3)=[CH:75][CH:76]=2)=[CH:65][CH:66]=1. The yield is 0.410. (5) The reactants are C([O:3][C:4](=[O:35])[CH2:5][C@@H:6]([N:13]1[C:21]2[CH:20]=[CH:19][N:18]=[CH:17][C:16]=2[N:15]([CH2:22][C:23]2[C:27]3[C:28]([CH3:33])=[CH:29][C:30]([CH3:32])=[CH:31][C:26]=3[S:25][N:24]=2)[C:14]1=[O:34])[C:7]1[CH:12]=[CH:11][CH:10]=[CH:9][CH:8]=1)C.[OH-].[Li+]. The catalyst is O1CCOCC1.O. The product is [CH3:33][C:28]1[C:27]2[C:23]([CH2:22][N:15]3[C:16]4[CH:17]=[N:18][CH:19]=[CH:20][C:21]=4[N:13]([C@@H:6]([C:7]4[CH:8]=[CH:9][CH:10]=[CH:11][CH:12]=4)[CH2:5][C:4]([OH:35])=[O:3])[C:14]3=[O:34])=[N:24][S:25][C:26]=2[CH:31]=[C:30]([CH3:32])[CH:29]=1. The yield is 0.880. (6) The reactants are C([O:3][C:4]([C:6]1[C:7]([CH:19]([F:21])[F:20])=[N:8][N:9]([C:15]([CH3:18])([CH3:17])[CH3:16])[C:10]=1[C:11]([F:14])([F:13])[F:12])=[O:5])C.[OH-].[Na+]. The catalyst is C(O)C. The product is [C:15]([N:9]1[C:10]([C:11]([F:14])([F:13])[F:12])=[C:6]([C:4]([OH:5])=[O:3])[C:7]([CH:19]([F:21])[F:20])=[N:8]1)([CH3:18])([CH3:16])[CH3:17]. The yield is 0.940. (7) The reactants are Br[C:2]1[CH:3]=[N:4][CH:5]=[CH:6][C:7]=1[N:8]1[CH2:13][CH2:12][CH:11]([C:14]([NH2:16])=[O:15])[CH2:10][CH2:9]1.[S:17]1[CH:21]=[CH:20][CH:19]=[C:18]1B(O)O.C(=O)([O-])[O-].[Na+].[Na+]. The catalyst is C(#N)C. The product is [S:17]1[CH:21]=[CH:20][CH:19]=[C:18]1[C:2]1[CH:3]=[N:4][CH:5]=[CH:6][C:7]=1[N:8]1[CH2:13][CH2:12][CH:11]([C:14]([NH2:16])=[O:15])[CH2:10][CH2:9]1. The yield is 0.910.